From a dataset of Forward reaction prediction with 1.9M reactions from USPTO patents (1976-2016). Predict the product of the given reaction. (1) The product is: [C:24]([C:26]1[C:27]([NH:36][C@@H:37]2[CH2:40][C@H:39]([C:41]([NH2:43])=[O:42])[C:38]2([CH3:45])[CH3:44])=[N:28][C:29]([NH:1][CH2:2][CH2:3][CH:4]2[C:12]3[C:7](=[CH:8][CH:9]=[CH:10][CH:11]=3)[N:6]([CH3:13])[C:5]2=[O:14])=[N:30][CH:31]=1)#[N:25]. Given the reactants [NH2:1][CH2:2][CH2:3][CH:4]1[C:12]2[C:7](=[CH:8][CH:9]=[CH:10][CH:11]=2)[N:6]([CH3:13])[C:5]1=[O:14].CCN(C(C)C)C(C)C.[C:24]([C:26]1[C:27]([NH:36][C@@H:37]2[CH2:40][C@H:39]([C:41]([NH2:43])=[O:42])[C:38]2([CH3:45])[CH3:44])=[N:28][C:29](S(C)(=O)=O)=[N:30][CH:31]=1)#[N:25], predict the reaction product. (2) The product is: [N:19]1[CH:24]=[CH:23][C:22]([NH:25][C:16]([C:3]2[CH:4]=[N:5][N:6]([CH:7]([C:12]([F:15])([F:14])[F:13])[C:8]([F:11])([F:10])[F:9])[C:2]=2[CH3:1])=[O:17])=[CH:21][N:20]=1. Given the reactants [CH3:1][C:2]1[N:6]([CH:7]([C:12]([F:15])([F:14])[F:13])[C:8]([F:11])([F:10])[F:9])[N:5]=[CH:4][C:3]=1[C:16](Cl)=[O:17].[N:19]1[CH:24]=[CH:23][C:22]([NH2:25])=[CH:21][N:20]=1.C(N(CC)CC)C, predict the reaction product. (3) Given the reactants FC(F)(F)S(O[C:7]1[C:15]2[CH2:14][CH2:13][N:12]([C:16]([O:18][C:19]([CH3:22])([CH3:21])[CH3:20])=[O:17])[CH2:11][C:10]=2[N:9]([CH2:23][O:24][CH2:25][CH2:26][Si:27]([CH3:30])([CH3:29])[CH3:28])[N:8]=1)(=O)=O.[C:33]1(B(O)O)[CH:38]=[CH:37][CH:36]=[CH:35][CH:34]=1.P([O-])([O-])([O-])=O.[K+].[K+].[K+], predict the reaction product. The product is: [C:33]1([C:7]2[C:15]3[CH2:14][CH2:13][N:12]([C:16]([O:18][C:19]([CH3:22])([CH3:21])[CH3:20])=[O:17])[CH2:11][C:10]=3[N:9]([CH2:23][O:24][CH2:25][CH2:26][Si:27]([CH3:30])([CH3:28])[CH3:29])[N:8]=2)[CH:38]=[CH:37][CH:36]=[CH:35][CH:34]=1. (4) Given the reactants [CH3:1][S:2](Cl)(=[O:4])=[O:3].[CH3:6][C:7]([CH3:51])([CH2:49][CH3:50])[CH2:8][C:9]1[N:10]=[C:11]([CH2:33][CH:34]([C:36]2[CH:41]=[CH:40][C:39]([C:42]3[CH:47]=[CH:46][C:45]([F:48])=[CH:44][N:43]=3)=[CH:38][CH:37]=2)[NH2:35])[N:12]([C:14]([C:27]2[CH:32]=[CH:31][CH:30]=[CH:29][CH:28]=2)([C:21]2[CH:26]=[CH:25][CH:24]=[CH:23][CH:22]=2)[C:15]2[CH:20]=[CH:19][CH:18]=[CH:17][CH:16]=2)[CH:13]=1.C(N(CC)CC)C, predict the reaction product. The product is: [CH3:6][C:7]([CH3:51])([CH2:49][CH3:50])[CH2:8][C:9]1[N:10]=[C:11]([CH2:33][CH:34]([NH:35][S:2]([CH3:1])(=[O:4])=[O:3])[C:36]2[CH:37]=[CH:38][C:39]([C:42]3[CH:47]=[CH:46][C:45]([F:48])=[CH:44][N:43]=3)=[CH:40][CH:41]=2)[N:12]([C:14]([C:27]2[CH:32]=[CH:31][CH:30]=[CH:29][CH:28]=2)([C:21]2[CH:26]=[CH:25][CH:24]=[CH:23][CH:22]=2)[C:15]2[CH:16]=[CH:17][CH:18]=[CH:19][CH:20]=2)[CH:13]=1.